From a dataset of Full USPTO retrosynthesis dataset with 1.9M reactions from patents (1976-2016). Predict the reactants needed to synthesize the given product. (1) Given the product [F:1][C:2]1[CH:24]=[CH:23][CH:22]=[C:21]([F:25])[C:3]=1[C:4]([NH:6][C:7]1[CH:11]=[CH:10][N:9]([CH2:12][C:13]2[CH:18]=[CH:17][C:16]([O:19][CH2:34][C:35]3[CH:40]=[CH:39][CH:38]=[CH:37][N:36]=3)=[CH:15][C:14]=2[CH3:20])[N:8]=1)=[O:5], predict the reactants needed to synthesize it. The reactants are: [F:1][C:2]1[CH:24]=[CH:23][CH:22]=[C:21]([F:25])[C:3]=1[C:4]([NH:6][C:7]1[CH:11]=[CH:10][N:9]([CH2:12][C:13]2[CH:18]=[CH:17][C:16]([OH:19])=[CH:15][C:14]=2[CH3:20])[N:8]=1)=[O:5].C(=O)([O-])[O-].[Cs+].[Cs+].Br.Br[CH2:34][C:35]1[CH:40]=[CH:39][CH:38]=[CH:37][N:36]=1. (2) The reactants are: [H-].[H-].[H-].[H-].[Li+].[Al+3].[F:7][C:8]1[CH:13]=[CH:12][C:11]([C:14]2[CH:15]=[C:16]3[C:20](=[CH:21][CH:22]=2)[NH:19][CH:18]=[C:17]3[CH:23]=[CH:24][N+:25]([O-])=O)=[CH:10][CH:9]=1. Given the product [F:7][C:8]1[CH:13]=[CH:12][C:11]([C:14]2[CH:15]=[C:16]3[C:20]([NH:19][CH:18]=[C:17]3[CH2:23][CH2:24][NH2:25])=[CH:21][CH:22]=2)=[CH:10][CH:9]=1, predict the reactants needed to synthesize it. (3) Given the product [Cl:1][C:2]1[CH:21]=[CH:20][C:19]([S:22]([CH3:23])=[O:32])=[CH:18][C:3]=1[C:4]([NH:6][CH2:7][C:8]12[CH2:17][CH:12]3[CH2:11][CH:10]([CH2:16][CH:14]([CH2:13]3)[CH2:15]1)[CH2:9]2)=[O:5], predict the reactants needed to synthesize it. The reactants are: [Cl:1][C:2]1[CH:21]=[CH:20][C:19]([S:22][CH3:23])=[CH:18][C:3]=1[C:4]([NH:6][CH2:7][C:8]12[CH2:17][CH:12]3[CH2:13][CH:14]([CH2:16][CH:10]([CH2:11]3)[CH2:9]1)[CH2:15]2)=[O:5].ClC1C(C(OO)=[O:32])=CC=CC=1.[OH-].[Ca+2].[OH-]. (4) Given the product [F:1][C:2]1[CH:10]=[C:9]2[C:5]([C:6]([C:20]3[CH:21]=[N:22][N:23]([CH2:25][CH:26]4[CH2:53][CH2:52][S:49](=[O:51])(=[O:50])[CH2:30][CH2:31]4)[CH:24]=3)=[CH:7][NH:8]2)=[CH:4][CH:3]=1, predict the reactants needed to synthesize it. The reactants are: [F:1][C:2]1[CH:10]=[C:9]2[C:5]([C:6]([C:20]3[CH:21]=[N:22][N:23]([CH2:25][CH:26]4[CH2:31][CH2:30]N(C(OC(C)(C)C)=O)CC4)[CH:24]=3)=[CH:7][N:8]2S(C2C=CC=CC=2)(=O)=O)=[CH:4][CH:3]=1.FC1C=C2C(C(C3C=NNC=3)=CN2[S:49]([C:52]2C=CC=C[CH:53]=2)(=[O:51])=[O:50])=CC=1.CS(OCC1CCS(=O)(=O)CC1)(=O)=O. (5) Given the product [NH:4]1[C:3]2[CH:33]=[CH:34][CH:35]=[CH:36][C:2]=2[N:1]=[C:5]1[CH2:6][C:7]1[CH:12]=[CH:11][C:10]([NH:13][C:14]([C:16]2[C:17]([C:22]3[CH:27]=[CH:26][C:25]([C:28]([F:31])([F:30])[F:29])=[CH:24][CH:23]=3)=[CH:18][CH:19]=[CH:20][CH:21]=2)=[O:15])=[CH:9][CH:8]=1, predict the reactants needed to synthesize it. The reactants are: [NH2:1][C:2]1[CH:36]=[CH:35][CH:34]=[CH:33][C:3]=1[NH:4][C:5](=O)[CH2:6][C:7]1[CH:12]=[CH:11][C:10]([NH:13][C:14]([C:16]2[C:17]([C:22]3[CH:27]=[CH:26][C:25]([C:28]([F:31])([F:30])[F:29])=[CH:24][CH:23]=3)=[CH:18][CH:19]=[CH:20][CH:21]=2)=[O:15])=[CH:9][CH:8]=1.Cl. (6) Given the product [C:1]([O:5][C:6](=[O:22])[N:7]([CH3:8])[CH2:9][CH2:10][NH:11][C:12]1[CH:13]=[CH:14][C:15]2[N:16]([C:18]([C:23]3[CH:28]=[CH:27][CH:26]=[CH:25][CH:24]=3)=[CH:19][N:20]=2)[N:17]=1)([CH3:4])([CH3:3])[CH3:2], predict the reactants needed to synthesize it. The reactants are: [C:1]([O:5][C:6](=[O:22])[N:7]([CH2:9][CH2:10][NH:11][C:12]1[CH:13]=[CH:14][C:15]2[N:16]([C:18](Br)=[CH:19][N:20]=2)[N:17]=1)[CH3:8])([CH3:4])([CH3:3])[CH3:2].[C:23]1(B(O)O)[CH:28]=[CH:27][CH:26]=[CH:25][CH:24]=1.O.[O-]P([O-])([O-])=O.[K+].[K+].[K+].ClCCl.